Dataset: Forward reaction prediction with 1.9M reactions from USPTO patents (1976-2016). Task: Predict the product of the given reaction. (1) Given the reactants [Cl:1][C:2]1[C:3]([C:26]([F:29])([F:28])[F:27])=[N:4][N:5]([CH2:8][C:9]([N:11]2[CH2:16][CH2:15][C:14]([C:19]3[CH:24]=[CH:23][C:22]([Cl:25])=[CH:21][CH:20]=3)([C:17]#[N:18])[CH2:13][CH2:12]2)=[O:10])[C:6]=1[CH3:7].Cl.[NH2:31][OH:32], predict the reaction product. The product is: [Cl:1][C:2]1[C:3]([C:26]([F:29])([F:28])[F:27])=[N:4][N:5]([CH2:8][C:9]([N:11]2[CH2:16][CH2:15][C:14]([C:19]3[CH:24]=[CH:23][C:22]([Cl:25])=[CH:21][CH:20]=3)([C:17]([NH:31][OH:32])=[NH:18])[CH2:13][CH2:12]2)=[O:10])[C:6]=1[CH3:7]. (2) The product is: [N:14]1[N:15]=[CH:16][N:11]([C:6]2[CH:7]=[CH:8][CH:9]=[C:10]3[C:5]=2[CH:4]=[CH:3][N:2]=[CH:1]3)[CH:12]=1. Given the reactants [CH:1]1[C:10]2[CH:9]=[CH:8][CH:7]=[C:6]([NH2:11])[C:5]=2[CH:4]=[CH:3][N:2]=1.[CH:12]([NH:14][NH:15][CH:16]=O)=O.[Si](I)(C)(C)C, predict the reaction product.